This data is from Catalyst prediction with 721,799 reactions and 888 catalyst types from USPTO. The task is: Predict which catalyst facilitates the given reaction. (1) Reactant: [H-].[Na+].[Cl:3][C:4]1[CH:9]=[CH:8][C:7]([S:10][C:11]2[C:19]3[C:18]([C:20]#[N:21])=[C:17]([CH3:22])[CH:16]=[CH:15][C:14]=3[NH:13][C:12]=2[CH3:23])=[CH:6][CH:5]=1.Br[CH2:25][C:26]([O:28][CH3:29])=[O:27]. Product: [Cl:3][C:4]1[CH:5]=[CH:6][C:7]([S:10][C:11]2[C:19]3[C:14](=[CH:15][CH:16]=[C:17]([CH3:22])[C:18]=3[C:20]#[N:21])[N:13]([CH2:25][C:26]([O:28][CH3:29])=[O:27])[C:12]=2[CH3:23])=[CH:8][CH:9]=1. The catalyst class is: 7. (2) Reactant: CO[C:3]([C:5]1[NH:6][C:7]2[C:12]([CH:13]=1)=[CH:11][C:10]([F:14])=[CH:9][CH:8]=2)=[O:4].C1(C)C=CC=CC=1.O[NH:23][C:24](=[NH:26])[CH3:25].C(=O)([O-])[O-].[K+].[K+]. Product: [F:14][C:10]1[CH:11]=[C:12]2[C:7](=[CH:8][CH:9]=1)[NH:6][C:5]([C:3]1[O:4][N:26]=[C:24]([CH3:25])[N:23]=1)=[CH:13]2. The catalyst class is: 84. (3) Reactant: [CH3:1][O:2][CH2:3][C:4]([NH:6][CH2:7]/[CH:8]=[CH:9]/[C:10]1[CH:11]=[C:12]2[C:17](=[CH:18][CH:19]=1)[N:16]=[CH:15][N:14]=[C:13]2[NH:20][C:21]1[CH:26]=[CH:25][C:24]([O:27][C:28]2[CH:29]=[N:30][C:31]([CH3:34])=[CH:32][CH:33]=2)=[C:23]([CH3:35])[CH:22]=1)=[O:5].[C:36]([OH:44])(=[O:43])/[C:37](=[CH:39]\[C:40]([OH:42])=[O:41])/[CH3:38]. Product: [C:36]([OH:44])(=[O:43])/[C:37](=[CH:39]\[C:40]([OH:42])=[O:41])/[CH3:38].[C:36]([OH:44])(=[O:43])/[C:37](=[CH:39]\[C:40]([OH:42])=[O:41])/[CH3:38].[CH3:1][O:2][CH2:3][C:4]([NH:6][CH2:7]/[CH:8]=[CH:9]/[C:10]1[CH:11]=[C:12]2[C:17](=[CH:18][CH:19]=1)[N:16]=[CH:15][N:14]=[C:13]2[NH:20][C:21]1[CH:26]=[CH:25][C:24]([O:27][C:28]2[CH:29]=[N:30][C:31]([CH3:34])=[CH:32][CH:33]=2)=[C:23]([CH3:35])[CH:22]=1)=[O:5]. The catalyst class is: 1.